Dataset: Peptide-MHC class I binding affinity with 185,985 pairs from IEDB/IMGT. Task: Regression. Given a peptide amino acid sequence and an MHC pseudo amino acid sequence, predict their binding affinity value. This is MHC class I binding data. (1) The peptide sequence is TSSMRGVYY. The MHC is HLA-A24:02 with pseudo-sequence HLA-A24:02. The binding affinity (normalized) is 0. (2) The peptide sequence is KLADMSIYC. The MHC is HLA-A02:06 with pseudo-sequence HLA-A02:06. The binding affinity (normalized) is 0.936. (3) The peptide sequence is DIIWHLNDL. The MHC is HLA-A26:01 with pseudo-sequence HLA-A26:01. The binding affinity (normalized) is 0.430. (4) The peptide sequence is LLQEENRQKL. The MHC is HLA-A02:06 with pseudo-sequence HLA-A02:06. The binding affinity (normalized) is 0.239. (5) The peptide sequence is FMECNLNEL. The binding affinity (normalized) is 0.991. The MHC is HLA-A02:03 with pseudo-sequence HLA-A02:03. (6) The peptide sequence is RAWDPQPAM. The MHC is HLA-B51:01 with pseudo-sequence HLA-B51:01. The binding affinity (normalized) is 0.0847. (7) The peptide sequence is IHDFVDKTL. The MHC is HLA-B48:01 with pseudo-sequence HLA-B48:01. The binding affinity (normalized) is 0.0847.